Dataset: Catalyst prediction with 721,799 reactions and 888 catalyst types from USPTO. Task: Predict which catalyst facilitates the given reaction. (1) Reactant: [CH3:1][CH:2]1[CH2:7][CH2:6][C:5](=O)[CH2:4][CH2:3]1.Cl.[NH2:10][OH:11].C([O-])(=O)C.[Na+]. Product: [CH3:1][CH:2]1[CH2:7][CH2:6][C:5](=[N:10][OH:11])[CH2:4][CH2:3]1. The catalyst class is: 88. (2) Reactant: [CH3:1][O:2][CH:3]([O:15][CH3:16])[CH2:4][NH:5][CH2:6][CH2:7][CH2:8][N:9]1[CH2:14][CH2:13][CH2:12][CH2:11][CH2:10]1.[Cl:17][C:18]1[CH:19]=[C:20]([NH:25][CH:26]([CH3:30])[C:27](O)=[O:28])[CH:21]=[CH:22][C:23]=1[Cl:24].CN1CCOCC1.F[P-](F)(F)(F)(F)F.N1(OC(N(C)C)=[N+](C)C)C2N=CC=CC=2N=N1. Product: [Cl:17][C:18]1[CH:19]=[C:20]([NH:25][CH:26]([CH3:30])[C:27]([N:5]([CH2:4][CH:3]([O:15][CH3:16])[O:2][CH3:1])[CH2:6][CH2:7][CH2:8][N:9]2[CH2:14][CH2:13][CH2:12][CH2:11][CH2:10]2)=[O:28])[CH:21]=[CH:22][C:23]=1[Cl:24]. The catalyst class is: 9. (3) Reactant: [F:1][C:2]([F:22])([F:21])[O:3][C:4]1[CH:5]=[C:6]([C:10]2[N:11]=[C:12]([CH:15]3[CH2:20][CH2:19][NH:18][CH2:17][CH2:16]3)[NH:13][CH:14]=2)[CH:7]=[CH:8][CH:9]=1.Cl[C:24]1[N:32]=[CH:31][N:30]=[C:29]2[C:25]=1[NH:26][CH:27]=[N:28]2.C(N(CC)CC)C. Product: [F:22][C:2]([F:1])([F:21])[O:3][C:4]1[CH:5]=[C:6]([C:10]2[N:11]=[C:12]([CH:15]3[CH2:16][CH2:17][N:18]([C:24]4[N:32]=[CH:31][N:30]=[C:29]5[C:25]=4[NH:26][CH:27]=[N:28]5)[CH2:19][CH2:20]3)[NH:13][CH:14]=2)[CH:7]=[CH:8][CH:9]=1. The catalyst class is: 41. (4) Reactant: C1C[CH2:5][CH:4]([N:7]=[C:8]=NC2CCCCC2)[CH2:3][CH2:2]1.C1C=CC2N([OH:25])N=NC=2C=1.[CH3:26][NH:27][C:28](=[S:31])[NH:29][NH2:30]. Product: [CH3:26][N:27]1[C:2]([C:3]2[O:25][CH:8]=[N:7][C:4]=2[CH3:5])=[N:30][NH:29][C:28]1=[S:31]. The catalyst class is: 7. (5) Reactant: Br.[NH2:2][C:3]1[C:4]([OH:17])=[C:5]([C:9]2[S:13][C:12]([C:14]([OH:16])=[O:15])=[CH:11][CH:10]=2)[CH:6]=[CH:7][CH:8]=1.[N:18]([O-])=O.[Na+].[CH3:22][C:23]1[CH2:24][C:25](=[O:38])[N:26]([C:28]2[CH:29]=[C:30]3[C:34](=[CH:35][CH:36]=2)[CH2:33][CH2:32][CH:31]3[CH3:37])[N:27]=1.C(=O)(O)[O-].[Na+]. Product: [OH:17][C:4]1[C:3]([NH:2][N:18]=[C:24]2[C:25](=[O:38])[N:26]([C:28]3[CH:29]=[C:30]4[C:34](=[CH:35][CH:36]=3)[CH2:33][CH2:32][CH:31]4[CH3:37])[N:27]=[C:23]2[CH3:22])=[CH:8][CH:7]=[CH:6][C:5]=1[C:9]1[S:13][C:12]([C:14]([OH:16])=[O:15])=[CH:11][CH:10]=1. The catalyst class is: 33. (6) Reactant: [CH2:1]([O:3][C:4]([C:6]1[CH:7]=[N:8][C:9]2[C:14]([C:15]=1Cl)=[N:13][C:12]([O:17][CH3:18])=[CH:11][CH:10]=2)=[O:5])[CH3:2].C(N(CC)CC)C.C(OCC)(=O)C. Product: [CH2:1]([O:3][C:4]([C:6]1[CH:7]=[N:8][C:9]2[C:14]([CH:15]=1)=[N:13][C:12]([O:17][CH3:18])=[CH:11][CH:10]=2)=[O:5])[CH3:2]. The catalyst class is: 63.